This data is from Full USPTO retrosynthesis dataset with 1.9M reactions from patents (1976-2016). The task is: Predict the reactants needed to synthesize the given product. (1) Given the product [CH2:23]([O:25][C:26]1[CH:54]=[CH:53][C:29]([C:30]([C:32]2[N:36]([CH2:37][CH2:38][CH:39]([CH3:41])[CH3:40])[C:35]3[CH:42]=[CH:43][C:44]([C:46](=[S:10])[N:48]([CH2:51][CH3:52])[CH2:49][CH3:50])=[CH:45][C:34]=3[N:33]=2)=[O:31])=[CH:28][CH:27]=1)[CH3:24], predict the reactants needed to synthesize it. The reactants are: COC1C=CC(P2(SP(C3C=CC(OC)=CC=3)(=S)S2)=[S:10])=CC=1.[CH2:23]([O:25][C:26]1[CH:54]=[CH:53][C:29]([C:30]([C:32]2[N:36]([CH2:37][CH2:38][CH:39]([CH3:41])[CH3:40])[C:35]3[CH:42]=[CH:43][C:44]([C:46]([N:48]([CH2:51][CH3:52])[CH2:49][CH3:50])=O)=[CH:45][C:34]=3[N:33]=2)=[O:31])=[CH:28][CH:27]=1)[CH3:24]. (2) Given the product [CH3:6][O:7][C:8]1[C:9]2([CH2:29][CH:30]=[C:31]([CH3:33])[CH3:32])[C:17]([O:18][CH3:19])([O:20][CH3:21])[C:13]3([C:14](=[O:16])[C:15]=1[Si:35]([CH3:38])([CH3:37])[CH3:36])[CH:11]([C:12]3([CH3:28])[CH2:22][CH2:23][CH:24]=[C:25]([CH3:27])[CH3:26])[CH2:10]2, predict the reactants needed to synthesize it. The reactants are: C1COCC1.[CH3:6][O:7][C:8]1[C:9]2([CH2:29][CH:30]=[C:31]([CH3:33])[CH3:32])[C:17]([O:20][CH3:21])([O:18][CH3:19])[C:13]3([C:14](=[O:16])[CH:15]=1)[CH:11]([C:12]3([CH3:28])[CH2:22][CH2:23][CH:24]=[C:25]([CH3:27])[CH3:26])[CH2:10]2.Cl[Si:35]([CH3:38])([CH3:37])[CH3:36].C([N-]C(C)C)(C)C.[Li+]. (3) Given the product [CH2:26]([N:10]1[C:9]2[N:8]=[C:7]([CH2:6][C:5]3[CH:4]=[CH:3][C:2]([NH:1][S:39]([CH2:32][C:33]4[CH:38]=[CH:37][CH:36]=[CH:35][CH:34]=4)(=[O:41])=[O:40])=[CH:31][CH:30]=3)[NH:15][C:14]=2[C:13](=[O:16])[N:12]([CH2:17][C:18]2[CH:23]=[CH:22][CH:21]=[CH:20][C:19]=2[F:24])[C:11]1=[O:25])[CH2:27][CH2:28][CH3:29], predict the reactants needed to synthesize it. The reactants are: [NH2:1][C:2]1[CH:31]=[CH:30][C:5]([CH2:6][C:7]2[NH:15][C:14]3[C:13](=[O:16])[N:12]([CH2:17][C:18]4[CH:23]=[CH:22][CH:21]=[CH:20][C:19]=4[F:24])[C:11](=[O:25])[N:10]([CH2:26][CH2:27][CH2:28][CH3:29])[C:9]=3[N:8]=2)=[CH:4][CH:3]=1.[CH2:32]([S:39](Cl)(=[O:41])=[O:40])[C:33]1[CH:38]=[CH:37][CH:36]=[CH:35][CH:34]=1.